The task is: Predict the product of the given reaction.. This data is from Forward reaction prediction with 1.9M reactions from USPTO patents (1976-2016). (1) Given the reactants [C:1]([C:4]1[C:12]2[S:11][CH2:10][CH:9]([C:13]3[CH:18]=[CH:17][C:16]([CH:19]([CH3:21])[CH3:20])=[CH:15][CH:14]=3)[C:8]=2[C:7]([CH3:22])=[C:6]([NH:23][C:24](=[O:30])[CH2:25][C:26]([CH3:29])([CH3:28])[CH3:27])[C:5]=1[CH3:31])(=[O:3])[CH3:2].C(=O)([O-])[OH:33].[Na+].ClC1C=CC=C(C(OO)=O)C=1.S([O-])(O)(=O)=O.[Na+], predict the reaction product. The product is: [C:1]([C:4]1[C:12]2[S:11](=[O:33])[CH2:10][CH:9]([C:13]3[CH:18]=[CH:17][C:16]([CH:19]([CH3:20])[CH3:21])=[CH:15][CH:14]=3)[C:8]=2[C:7]([CH3:22])=[C:6]([NH:23][C:24](=[O:30])[CH2:25][C:26]([CH3:29])([CH3:28])[CH3:27])[C:5]=1[CH3:31])(=[O:3])[CH3:2]. (2) Given the reactants Cl[C:2]1[CH:3]=[C:4]([C:9]2[N:13]3[C:14]4[N:22]=[C:21]([O:23][CH3:24])[CH:20]=[CH:19][C:15]=4[N:16]=[C:17]([CH3:18])[C:12]3=[C:11]([CH3:25])[N:10]=2)[CH:5]=[C:6](Cl)[CH:7]=1.[F:26][C:27]([F:38])([F:37])C1C=C(B(O)O)C=CC=1.C([O-])([O-])=O.[K+].[K+], predict the reaction product. The product is: [CH3:24][O:23][C:21]1[CH:20]=[CH:19][C:15]2[N:16]=[C:17]([CH3:18])[C:12]3[N:13]([C:9]([C:4]4[CH:5]=[CH:6][CH:7]=[C:2]([C:27]([F:38])([F:37])[F:26])[CH:3]=4)=[N:10][C:11]=3[CH3:25])[C:14]=2[N:22]=1.